This data is from Full USPTO retrosynthesis dataset with 1.9M reactions from patents (1976-2016). The task is: Predict the reactants needed to synthesize the given product. (1) Given the product [F:20][C:21]1[CH:29]=[C:28]2[C:24]([CH:25]=[N:26][NH:27]2)=[CH:23][C:22]=1[NH:30][C:2]1[C:3]2[C:10]3[CH2:11][CH2:12][C:13]([O:18][CH3:19])([CH2:15][O:16][CH3:17])[CH2:14][C:9]=3[S:8][C:4]=2[N:5]=[CH:6][N:7]=1, predict the reactants needed to synthesize it. The reactants are: Cl[C:2]1[C:3]2[C:10]3[CH2:11][CH2:12][C:13]([O:18][CH3:19])([CH2:15][O:16][CH3:17])[CH2:14][C:9]=3[S:8][C:4]=2[N:5]=[CH:6][N:7]=1.[F:20][C:21]1[CH:29]=[C:28]2[C:24]([CH:25]=[N:26][NH:27]2)=[CH:23][C:22]=1[NH2:30]. (2) Given the product [CH3:31][C:32]1[CH:39]=[CH:38][C:35]([CH:36]=[CH:7][C:6]2[CH:5]=[CH:4][C:3]([CH3:2])=[CH:28][CH:27]=2)=[CH:34][CH:33]=1, predict the reactants needed to synthesize it. The reactants are: [Br-].[CH3:2][C:3]1[CH:28]=[CH:27][C:6]([CH2:7][P+](C2C=CC=CC=2)(C2C=CC=CC=2)C2C=CC=CC=2)=[CH:5][CH:4]=1.[H-].[Na+].[CH3:31][C:32]1[CH:39]=[CH:38][C:35]([CH:36]=O)=[CH:34][CH:33]=1.O. (3) Given the product [C:26]1([NH:32][C:33]([N:2]2[CH2:7][CH2:6][C:5](=[CH:8][C:9]3[CH:25]=[CH:24][CH:23]=[C:11]([O:12][C:13]4[CH:18]=[CH:17][C:16]([C:19]([F:22])([F:20])[F:21])=[CH:15][N:14]=4)[CH:10]=3)[CH2:4][CH2:3]2)=[O:34])[CH:31]=[CH:30][CH:29]=[CH:28][CH:27]=1, predict the reactants needed to synthesize it. The reactants are: Cl.[NH:2]1[CH2:7][CH2:6][C:5](=[CH:8][C:9]2[CH:10]=[C:11]([CH:23]=[CH:24][CH:25]=2)[O:12][C:13]2[CH:18]=[CH:17][C:16]([C:19]([F:22])([F:21])[F:20])=[CH:15][N:14]=2)[CH2:4][CH2:3]1.[C:26]1([N:32]=[C:33]=[O:34])[CH:31]=[CH:30][CH:29]=[CH:28][CH:27]=1.C(N(C(C)C)CC)(C)C.C([O-])([O-])=O.[K+].[K+]. (4) Given the product [ClH:26].[C:23]([C:20]1[CH:21]=[C:22]2[C:17]([CH2:16][C:15](=[O:25])[N:14]2[CH:11]2[CH2:12][CH2:13][NH:8][CH2:9][CH2:10]2)=[CH:18][CH:19]=1)#[N:24], predict the reactants needed to synthesize it. The reactants are: C([N:8]1[CH2:13][CH2:12][CH:11]([N:14]2[C:22]3[C:17](=[CH:18][CH:19]=[C:20]([C:23]#[N:24])[CH:21]=3)[CH2:16][C:15]2=[O:25])[CH2:10][CH2:9]1)(OC(C)(C)C)=O.[ClH:26].O1CCOCC1. (5) The reactants are: OCC(C)(CO)C.C([O:15][CH2:16][CH:17]([CH2:22][CH3:23])[CH2:18][CH2:19][CH2:20][CH3:21])(=O)CCCCC([O:15][CH2:16][CH:17]([CH2:22][CH3:23])[CH2:18][CH2:19][CH2:20][CH3:21])=O.C[O-].[Na+]. Given the product [CH2:22]([CH:17]([CH2:18][CH2:19][CH2:20][CH3:21])[CH2:16][OH:15])[CH3:23], predict the reactants needed to synthesize it.